Dataset: Full USPTO retrosynthesis dataset with 1.9M reactions from patents (1976-2016). Task: Predict the reactants needed to synthesize the given product. Given the product [Cl:11][C:6]1[N:5]=[C:4]2[C:9]([NH:10][CH:2]=[N:3]2)=[CH:8][N:7]=1, predict the reactants needed to synthesize it. The reactants are: Cl[C:2]1[NH:10][C:9]2[C:4](=[N:5][C:6]([Cl:11])=[N:7][CH:8]=2)[N:3]=1.CN.